From a dataset of Forward reaction prediction with 1.9M reactions from USPTO patents (1976-2016). Predict the product of the given reaction. (1) Given the reactants N[C:2]1[CH:3]=[C:4]([CH:7]=[CH:8][CH:9]=1)[CH2:5][NH2:6].Cl.[NH2:11]C1C=C(C=CC=1)CN.[CH:20]1[N:25]=[C:24](Cl)[C:23]2[N:27]=[CH:28][N:29]([C@@H:30]3[O:34][C@H:33]([CH2:35][OH:36])[C@@H:32]([OH:37])[C@H:31]3[OH:38])[C:22]=2[N:21]=1.C(N(CC)CC)C, predict the reaction product. The product is: [NH2:11][C:9]1[CH:8]=[CH:7][C:4]([CH2:5][NH:6][C:24]2[C:23]3[N:27]=[CH:28][N:29]([C:22]=3[N:21]=[CH:20][N:25]=2)[C@@H:30]2[O:34][C@H:33]([CH2:35][OH:36])[C@@H:32]([OH:37])[C@H:31]2[OH:38])=[CH:3][CH:2]=1. (2) Given the reactants [CH:1]([C:3]1[CH:12]=[CH:11][C:6]2[C:7](=[O:10])[O:8][CH2:9][C:5]=2[C:4]=1[CH2:13][CH2:14][OH:15])=[CH2:2].C1C=C(Cl)C=C(C(OO)=[O:24])C=1, predict the reaction product. The product is: [OH:24][CH2:2][CH:1]1[C:3]2[C:4](=[C:5]3[CH2:9][O:8][C:7](=[O:10])[C:6]3=[CH:11][CH:12]=2)[CH2:13][CH2:14][O:15]1. (3) Given the reactants Cl[C:2]([O:4][C:5](Cl)(Cl)Cl)=[O:3].[CH3:9][O:10][C:11]1[CH:16]=[CH:15][CH:14]=[C:13]([N+:17]([O-:19])=[O:18])[C:12]=1[NH2:20].[CH2:21]1COCC1, predict the reaction product. The product is: [CH2:5]([O:4][C:2](=[O:3])[NH:20][C:12]1[C:13]([N+:17]([O-:19])=[O:18])=[CH:14][CH:15]=[CH:16][C:11]=1[O:10][CH3:9])[CH3:21]. (4) The product is: [OH2:1].[OH2:1].[OH2:1].[OH2:1].[OH2:1].[OH2:1].[Cl-:2].[Al+3:3].[Cl-:2].[Cl-:2]. Given the reactants [OH-:1].[Cl-:2].[Al+3:3].[Cl-].[Cl-], predict the reaction product. (5) Given the reactants [O:1]=[C:2]1[C:10]2[C:5](=[CH:6][CH:7]=[CH:8][CH:9]=2)[C:4](=[O:11])[N:3]1[CH2:12][CH:13]=O.Cl.[C:16]([O:20][C:21](=[O:28])[C@H:22]([C:24]([CH3:27])([CH3:26])[CH3:25])[NH2:23])([CH3:19])([CH3:18])[CH3:17].[Na], predict the reaction product. The product is: [O:11]=[C:4]1[C:5]2[C:10](=[CH:9][CH:8]=[CH:7][CH:6]=2)[C:2](=[O:1])[N:3]1[CH2:12][CH2:13][NH:23][C@H:22]([C:21]([O:20][C:16]([CH3:19])([CH3:18])[CH3:17])=[O:28])[C:24]([CH3:27])([CH3:25])[CH3:26]. (6) Given the reactants [F:1][C:2]1[CH:3]=[C:4]2C(=[CH:9][CH:10]=1)NC(=O)[C:5]2=[N:12][N:13]=CC1(C)CC(C)(C(O)=O)CN1.Cl.C(N=C=NCCCN(C)C)C.[OH:37][C:38]1C2N=NNC=2[CH:41]=[CH:40][CH:39]=1.C([N:49]([CH2:52][CH3:53])[CH2:50][CH3:51])C.[NH2:54][C:55]1[CH:60]=[CH:59][CH:58]=[CH:57][C:56]=1[NH:61][C:62](=[O:77])[C:63]1[CH:68]=[CH:67][C:66]([NH:69][CH2:70][CH2:71][CH2:72][CH2:73][CH2:74][CH2:75][NH2:76])=[N:65][CH:64]=1.[CH3:78][N:79]([CH:81]=[O:82])C, predict the reaction product. The product is: [NH2:54][C:55]1[CH:60]=[CH:59][CH:58]=[CH:57][C:56]=1[NH:61][C:62](=[O:77])[C:63]1[CH:68]=[CH:67][C:66]([NH:69][CH2:70][CH2:71][CH2:72][CH2:73][CH2:74][CH2:75][NH:76][C:38]([C:39]2[C:40]([CH3:41])=[C:52]([CH:53]=[N:13][N:12]=[C:5]3[C:4]4[C:78](=[CH:9][CH:10]=[C:2]([F:1])[CH:3]=4)[NH:79][C:81]3=[O:82])[NH:49][C:50]=2[CH3:51])=[O:37])=[N:65][CH:64]=1.